From a dataset of Forward reaction prediction with 1.9M reactions from USPTO patents (1976-2016). Predict the product of the given reaction. (1) Given the reactants I([O-])(=O)(=O)=[O:2].[Na+].[CH2:7]([C@@:14]([NH:23][C:24]([O:26][C:27]([CH3:30])([CH3:29])[CH3:28])=[O:25])([CH2:20]C=C)[CH2:15][C:16]([O:18]C)=O)[C:8]1[CH:13]=[CH:12][CH:11]=[CH:10][CH:9]=1.[C:31]([OH:35])(C)(C)C, predict the reaction product. The product is: [CH2:7]([C@@:14]([NH:23][C:24]([O:26][C:27]([CH3:28])([CH3:29])[CH3:30])=[O:25])([CH2:15][CH:16]=[O:18])[C:20]([O:35][CH3:31])=[O:2])[C:8]1[CH:9]=[CH:10][CH:11]=[CH:12][CH:13]=1. (2) Given the reactants NC1N=CC(N2CCN(C(OC(C)(C)C)=O)CC2)=CC=1.[CH3:21][C@@H:22]1[CH2:27][N:26]([C:28]2[CH:29]=[N:30][C:31]([N+:34]([O-])=O)=[CH:32][CH:33]=2)[C@@H:25]([CH3:37])[CH2:24][N:23]1[C:38]([O:40][C:41]([CH3:44])([CH3:43])[CH3:42])=[O:39], predict the reaction product. The product is: [NH2:34][C:31]1[N:30]=[CH:29][C:28]([N:26]2[C@@H:25]([CH3:37])[CH2:24][N:23]([C:38]([O:40][C:41]([CH3:42])([CH3:44])[CH3:43])=[O:39])[C@H:22]([CH3:21])[CH2:27]2)=[CH:33][CH:32]=1. (3) Given the reactants [F:1][C:2]1([F:47])[CH2:5][CH:4]([NH:6][C:7]([NH:9][C@:10]([C:32]2[CH:37]=[CH:36][C:35]([F:38])=[C:34](/[CH:39]=C/C3C=CC=CC=3)[CH:33]=2)([C:18]2[CH:23]=[C:22]([O:24][C:25]([F:30])([F:29])[CH:26]([F:28])[F:27])[CH:21]=[C:20]([F:31])[CH:19]=2)[CH2:11][C:12]2[CH:17]=[CH:16][CH:15]=[CH:14][CH:13]=2)=[O:8])[CH2:3]1.C[N+]1([O-])CC[O:52]CC1, predict the reaction product. The product is: [F:1][C:2]1([F:47])[CH2:5][CH:4]([NH:6][C:7]([NH:9][C@:10]([C:32]2[CH:37]=[CH:36][C:35]([F:38])=[C:34]([CH:39]=[O:52])[CH:33]=2)([C:18]2[CH:23]=[C:22]([O:24][C:25]([F:29])([F:30])[CH:26]([F:28])[F:27])[CH:21]=[C:20]([F:31])[CH:19]=2)[CH2:11][C:12]2[CH:13]=[CH:14][CH:15]=[CH:16][CH:17]=2)=[O:8])[CH2:3]1. (4) Given the reactants [OH:1][CH2:2][C:3]1([CH3:31])[S:9][CH2:8][CH2:7][N:6]2[C:10]([C:13]3([C:16]4[CH:21]=[CH:20][C:19]([C:22]5[CH:30]=[CH:29][C:25]([C:26]([OH:28])=O)=[CH:24][N:23]=5)=[CH:18][CH:17]=4)[CH2:15][CH2:14]3)=[N:11][N:12]=[C:5]2[CH2:4]1.[CH2:32]([NH:34][CH3:35])[CH3:33].Cl.C(N=C=NCCCN(C)C)C.C(=O)([O-])O.[Na+], predict the reaction product. The product is: [CH2:32]([N:34]([CH3:35])[C:26](=[O:28])[C:25]1[CH:29]=[CH:30][C:22]([C:19]2[CH:18]=[CH:17][C:16]([C:13]3([C:10]4[N:6]5[CH2:7][CH2:8][S:9][C:3]([CH2:2][OH:1])([CH3:31])[CH2:4][C:5]5=[N:12][N:11]=4)[CH2:14][CH2:15]3)=[CH:21][CH:20]=2)=[N:23][CH:24]=1)[CH3:33]. (5) The product is: [Cl:1][C:2]1[C:10]([C:11]([N:13]2[CH2:18][CH2:17][N:16]([CH:19]([CH3:21])[CH3:20])[CH2:15][CH2:14]2)=[O:12])=[CH:9][CH:8]=[C:7]2[C:3]=1[CH:4]=[C:5]([C:22]([N:24]1[CH2:29][CH2:28][C:27]([F:31])([F:30])[CH2:26][CH2:25]1)=[O:23])[N:6]2[C:37]1[CH:36]=[CH:35][N:34]=[C:33]([Cl:32])[CH:38]=1. Given the reactants [Cl:1][C:2]1[C:10]([C:11]([N:13]2[CH2:18][CH2:17][N:16]([CH:19]([CH3:21])[CH3:20])[CH2:15][CH2:14]2)=[O:12])=[CH:9][CH:8]=[C:7]2[C:3]=1[CH:4]=[C:5]([C:22]([N:24]1[CH2:29][CH2:28][C:27]([F:31])([F:30])[CH2:26][CH2:25]1)=[O:23])[NH:6]2.[Cl:32][C:33]1[CH:38]=[C:37](B(O)O)[CH:36]=[CH:35][N:34]=1.N1C=CC=CC=1, predict the reaction product. (6) Given the reactants [CH3:1][O:2][C:3]1[CH:31]=[N:30][C:6]2[N:7]([C:12]([NH:14][CH:15]([C:19]3[CH:24]=[CH:23][C:22]([O:25][C:26]([F:29])([F:28])[F:27])=[CH:21][CH:20]=3)[CH2:16][O:17][CH3:18])=[O:13])[CH2:8][C:9](=[O:11])[NH:10][C:5]=2[CH:4]=1.C(=O)=O.CO, predict the reaction product. The product is: [CH3:1][O:2][C:3]1[CH:31]=[N:30][C:6]2[N:7]([C:12]([NH:14][C@H:15]([C:19]3[CH:24]=[CH:23][C:22]([O:25][C:26]([F:29])([F:27])[F:28])=[CH:21][CH:20]=3)[CH2:16][O:17][CH3:18])=[O:13])[CH2:8][C:9](=[O:11])[NH:10][C:5]=2[CH:4]=1. (7) Given the reactants [CH3:1][C:2]1[CH:3]=[C:4]([CH:8]=[CH:9][C:10]=1[C:11]([N:13]1[CH2:17][CH2:16][CH2:15][CH2:14]1)=[O:12])[C:5]([OH:7])=O.CN(C(ON1N=NC2C=CC=CC1=2)=[N+](C)C)C.[B-](F)(F)(F)F.C(N(C(C)C)CC)(C)C.[Cl:49][C:50]1[CH:66]=[CH:65][C:53]2[NH:54][C:55]([C@@H:57]([NH2:64])[CH2:58][C:59]3[CH:63]=[CH:62][S:61][CH:60]=3)=[N:56][C:52]=2[CH:51]=1.ClCl, predict the reaction product. The product is: [Cl:49][C:50]1[CH:66]=[CH:65][C:53]2[NH:54][C:55]([C@@H:57]([NH:64][C:5](=[O:7])[C:4]3[CH:8]=[CH:9][C:10]([C:11]([N:13]4[CH2:17][CH2:16][CH2:15][CH2:14]4)=[O:12])=[C:2]([CH3:1])[CH:3]=3)[CH2:58][C:59]3[CH:63]=[CH:62][S:61][CH:60]=3)=[N:56][C:52]=2[CH:51]=1.